This data is from Full USPTO retrosynthesis dataset with 1.9M reactions from patents (1976-2016). The task is: Predict the reactants needed to synthesize the given product. (1) Given the product [F:39][C:34]1[CH:33]=[C:32]([C@H:30]([O:29][C:27]([NH:26][C:25]2[CH:24]=[C:23]([F:40])[S:22][C:21]=2[C:18]2[CH:19]=[CH:20][C:15]([C:12]3[CH:13]=[CH:14][C:9]([C:6]4([C:4]([OH:5])=[O:3])[CH2:7][CH2:8]4)=[CH:10][CH:11]=3)=[CH:16][CH:17]=2)=[O:28])[CH3:31])[CH:37]=[CH:36][C:35]=1[F:38], predict the reactants needed to synthesize it. The reactants are: C([O:3][C:4]([C:6]1([C:9]2[CH:14]=[CH:13][C:12]([C:15]3[CH:20]=[CH:19][C:18]([C:21]4[S:22][C:23]([F:40])=[CH:24][C:25]=4[NH:26][C:27]([O:29][C@@H:30]([C:32]4[CH:37]=[CH:36][C:35]([F:38])=[C:34]([F:39])[CH:33]=4)[CH3:31])=[O:28])=[CH:17][CH:16]=3)=[CH:11][CH:10]=2)[CH2:8][CH2:7]1)=[O:5])C.[OH-].[Na+].Cl. (2) Given the product [CH:25]12[N:24]([C:12]3[N:11]=[C:10]([C:7]4[CH:6]=[CH:5][C:4]([NH2:1])=[CH:9][CH:8]=4)[N:15]=[C:14]4[N:16]([CH2:19][C:20]([F:21])([F:23])[F:22])[N:17]=[CH:18][C:13]=34)[CH:29]([CH2:30][CH2:31][CH2:32]1)[CH2:28][O:27][CH2:26]2, predict the reactants needed to synthesize it. The reactants are: [N+:1]([C:4]1[CH:9]=[CH:8][C:7]([C:10]2[N:15]=[C:14]3[N:16]([CH2:19][C:20]([F:23])([F:22])[F:21])[N:17]=[CH:18][C:13]3=[C:12]([N:24]3[CH:29]4[CH2:30][CH2:31][CH2:32][CH:25]3[CH2:26][O:27][CH2:28]4)[N:11]=2)=[CH:6][CH:5]=1)([O-])=O.C12OC(CC1)CN(C1N=C(C3C=CC(N)=CC=3)N=C3N(CC(F)(F)F)N=CC=13)C2.Cl.C12OC(CC1)CNC2. (3) Given the product [CH:41]1([NH:44][C:21]([NH:20][C:17]2[CH:18]=[CH:19][C:14]([C:12]3[N:11]=[C:10]([C:30]([O:32][CH3:33])=[O:31])[CH:9]=[C:8]([N:3]4[CH2:4][CH2:5][O:6][CH2:7][C@@H:2]4[CH3:1])[N:13]=3)=[CH:15][CH:16]=2)=[O:23])[CH2:43][CH2:42]1, predict the reactants needed to synthesize it. The reactants are: [CH3:1][C@H:2]1[CH2:7][O:6][CH2:5][CH2:4][N:3]1[C:8]1[N:13]=[C:12]([C:14]2[CH:19]=[CH:18][C:17]([NH:20][C:21]([O:23]C3C=CC=CC=3)=O)=[CH:16][CH:15]=2)[N:11]=[C:10]([C:30]([O:32][CH3:33])=[O:31])[CH:9]=1.C(N(CC)CC)C.[CH:41]1([NH2:44])[CH2:43][CH2:42]1. (4) Given the product [NH:5]1[C:6]([C@H:8]2[CH2:10][C@H:9]2[C:11]2[CH:16]=[CH:15][C:14]([N:17]([CH2:18][CH:19]([CH3:20])[CH3:21])[CH2:22][CH:23]([CH3:24])[CH3:25])=[C:13]([N+:26]([O-:28])=[O:27])[CH:12]=2)=[N:66][N:65]=[N:64]1, predict the reactants needed to synthesize it. The reactants are: C(CC[NH:5][C:6]([C@H:8]1[CH2:10][C@H:9]1[C:11]1[CH:16]=[CH:15][C:14]([N:17]([CH2:22][CH:23]([CH3:25])[CH3:24])[CH2:18][CH:19]([CH3:21])[CH3:20])=[C:13]([N+:26]([O-:28])=[O:27])[CH:12]=1)=O)#N.C1(P(C2C=CC=CC=2)C2C=CC=CC=2)C=CC=CC=1.CCOC(/N=N/C(OCC)=O)=O.C[Si]([N:64]=[N+:65]=[N-:66])(C)C.[OH-].[Na+]. (5) The reactants are: [CH:1]1([C:4](=[O:33])[CH:5]([N:13]2[CH2:18][CH2:17][CH:16]([SH:19])/[C:15](=[CH:20]\[C:21]3[CH:25]=[CH:24][N:23]([CH2:26][CH2:27][C:28]([O:30]CC)=[O:29])[N:22]=3)/[CH2:14]2)[C:6]2[CH:11]=[CH:10][CH:9]=[CH:8][C:7]=2[F:12])[CH2:3][CH2:2]1.[ClH:34]. Given the product [ClH:34].[C:28]([CH2:27][CH2:26][N:23]1[CH:24]=[CH:25][C:21](/[CH:20]=[C:15]2/[CH2:14][N:13]([CH:5]([C:6]3[CH:11]=[CH:10][CH:9]=[CH:8][C:7]=3[F:12])[C:4]([CH:1]3[CH2:3][CH2:2]3)=[O:33])[CH2:18][CH2:17][CH:16]/2[SH:19])=[N:22]1)([OH:30])=[O:29], predict the reactants needed to synthesize it. (6) Given the product [CH:19]1([C:17]([NH:16][C:14]2[N:15]=[C:10]3[CH:9]=[CH:8][C:7]([O:6][C:5]4[CH:22]=[CH:23][C:2]([NH:1][C:40]([C:30]5[C:31](=[O:39])[N:32]([C:33]6[CH:34]=[CH:35][CH:36]=[CH:37][CH:38]=6)[C:27]([CH2:25][CH3:26])=[CH:28][CH:29]=5)=[O:41])=[CH:3][C:4]=4[F:24])=[CH:12][N:11]3[CH:13]=2)=[O:18])[CH2:21][CH2:20]1, predict the reactants needed to synthesize it. The reactants are: [NH2:1][C:2]1[CH:23]=[CH:22][C:5]([O:6][C:7]2[CH:8]=[CH:9][C:10]3[N:11]([CH:13]=[C:14]([NH:16][C:17]([CH:19]4[CH2:21][CH2:20]4)=[O:18])[N:15]=3)[CH:12]=2)=[C:4]([F:24])[CH:3]=1.[CH2:25]([C:27]1[N:32]([C:33]2[CH:38]=[CH:37][CH:36]=[CH:35][CH:34]=2)[C:31](=[O:39])[C:30]([C:40](O)=[O:41])=[CH:29][CH:28]=1)[CH3:26].CN(C(ON1N=NC2C=CC=NC1=2)=[N+](C)C)C.F[P-](F)(F)(F)(F)F.C(N(CC)C(C)C)(C)C.C(=O)([O-])O.[Na+]. (7) Given the product [Cl:1][C:2]1[CH:3]=[C:4]([C@H:9]2[C:10]3[C:32](=[CH:33][CH:34]=[CH:30][CH:11]=3)[C:36](=[O:35])[C:13]([CH3:12])([CH3:14])[CH2:18]2)[CH:5]=[CH:6][C:7]=1[Cl:8].[Cl:1][C:2]1[CH:3]=[C:4]([C@H:9]2[C:18]3[C:13](=[CH:14][CH:15]=[CH:16][CH:17]=3)[C:12](=[O:19])[CH:11]([CH3:21])[CH2:10]2)[CH:5]=[CH:6][C:7]=1[Cl:8], predict the reactants needed to synthesize it. The reactants are: [Cl:1][C:2]1[CH:3]=[C:4]([C@H:9]2[C:18]3[C:13](=[CH:14][CH:15]=[CH:16][CH:17]=3)[C:12](=[O:19])[CH2:11][CH2:10]2)[CH:5]=[CH:6][C:7]=1[Cl:8].[Li+].[CH3:21][Si]([N-][Si](C)(C)C)(C)C.[CH3:30]I.[CH2:32]1[CH2:36][O:35][CH2:34][CH2:33]1. (8) Given the product [NH2:18][C:6]1[CH2:7][CH2:8][CH:4]([CH:1]([CH3:3])[CH3:2])[C:5]=1[C:10]([O:12][CH3:13])=[O:11], predict the reactants needed to synthesize it. The reactants are: [CH:1]([CH:4]1[CH2:8][CH2:7][C:6](=O)[CH:5]1[C:10]([O:12][CH3:13])=[O:11])([CH3:3])[CH3:2].C([O-])(=O)C.[NH4+:18].